From a dataset of Full USPTO retrosynthesis dataset with 1.9M reactions from patents (1976-2016). Predict the reactants needed to synthesize the given product. (1) Given the product [CH3:22][N:23]([CH3:33])[C:24]1[CH:25]=[C:26]([CH:30]=[CH:31][CH:32]=1)[C:27]([NH:8][C:5]1[CH:6]=[CH:7][C:2]([CH3:1])=[C:3]([NH:9][C:10]2[N:15]=[C:14]([C:16]3[CH:21]=[N:20][CH:19]=[CH:18][N:17]=3)[CH:13]=[CH:12][N:11]=2)[CH:4]=1)=[O:28], predict the reactants needed to synthesize it. The reactants are: [CH3:1][C:2]1[CH:7]=[CH:6][C:5]([NH2:8])=[CH:4][C:3]=1[NH:9][C:10]1[N:15]=[C:14]([C:16]2[CH:21]=[N:20][CH:19]=[CH:18][N:17]=2)[CH:13]=[CH:12][N:11]=1.[CH3:22][N:23]([CH3:33])[C:24]1[CH:25]=[C:26]([CH:30]=[CH:31][CH:32]=1)[C:27](O)=[O:28].F[P-](F)(F)(F)(F)F.N1(O[P+](N(C)C)(N(C)C)N(C)C)C2C=CC=CC=2N=N1.CCN(C(C)C)C(C)C. (2) Given the product [Br:52][C:51]([Br:53])=[CH:23][CH2:22][CH:21]([N:19]1[CH:20]=[C:16]([C:15]2[C:10]3[CH:9]=[CH:8][N:7]([CH2:6][O:5][CH2:4][CH2:3][Si:2]([CH3:28])([CH3:1])[CH3:27])[C:11]=3[N:12]=[CH:13][N:14]=2)[CH:17]=[N:18]1)[CH2:25][CH3:26], predict the reactants needed to synthesize it. The reactants are: [CH3:1][Si:2]([CH3:28])([CH3:27])[CH2:3][CH2:4][O:5][CH2:6][N:7]1[C:11]2[N:12]=[CH:13][N:14]=[C:15]([C:16]3[CH:17]=[N:18][N:19]([CH:21]([CH2:25][CH3:26])[CH2:22][CH:23]=O)[CH:20]=3)[C:10]=2[CH:9]=[CH:8]1.C(Cl)Cl.C1(P(C2C=CC=CC=2)C2C=CC=CC=2)C=CC=CC=1.[C:51](Br)(Br)([Br:53])[Br:52]. (3) Given the product [NH2:18][C:5]1[N:4]=[C:3]([CH2:1][CH3:2])[N:8]=[C:7]2[N:9]([C:12]3[CH:13]=[C:14]([CH:15]=[CH:16][CH:17]=3)[C:21]#[N:22])[N:10]=[CH:11][C:6]=12, predict the reactants needed to synthesize it. The reactants are: [CH2:1]([C:3]1[N:8]=[C:7]2[N:9]([C:12]3[CH:17]=[CH:16][CH:15]=[CH:14][CH:13]=3)[N:10]=[CH:11][C:6]2=[C:5]([NH2:18])[N:4]=1)[CH3:2].C([C:21]1N=C2NN=CC2=C(N)[N:22]=1)C.IC1C=C(C=CC=1)C#N. (4) Given the product [N+:20]([C:23]1[CH:28]=[CH:27][C:26]([C:2]2[CH:7]=[CH:6][C:5]([S:8]([NH:11][C@H:12]([C:16]([O:18][CH3:19])=[O:17])[CH:13]([CH3:15])[CH3:14])(=[O:10])=[O:9])=[CH:4][CH:3]=2)=[CH:25][CH:24]=1)([O-:22])=[O:21], predict the reactants needed to synthesize it. The reactants are: Br[C:2]1[CH:7]=[CH:6][C:5]([S:8]([NH:11][C@H:12]([C:16]([O:18][CH3:19])=[O:17])[CH:13]([CH3:15])[CH3:14])(=[O:10])=[O:9])=[CH:4][CH:3]=1.[N+:20]([C:23]1[CH:28]=[CH:27][C:26](B(O)O)=[CH:25][CH:24]=1)([O-:22])=[O:21].C1(C)C=CC=CC=1.C(=O)(O)[O-].[Na+]. (5) Given the product [CH:14]([C:17]1[S:21][C:20]([NH:22][C:23](=[O:29])[C@@H:24]([NH:28][CH:6]2[CH2:5][CH2:4][C:3]3[C:8](=[CH:9][C:10]([F:12])=[CH:11][C:2]=3[F:1])[CH2:7]2)[CH2:25][CH2:26][CH3:27])=[N:19][CH:18]=1)([CH3:15])[CH3:16], predict the reactants needed to synthesize it. The reactants are: [F:1][C:2]1[CH:11]=[C:10]([F:12])[CH:9]=[C:8]2[C:3]=1[CH2:4][CH2:5][C:6](=O)[CH2:7]2.[CH:14]([C:17]1[S:21][C:20]([NH:22][C:23](=[O:29])[C@@H:24]([NH2:28])[CH2:25][CH2:26][CH3:27])=[N:19][CH:18]=1)([CH3:16])[CH3:15].C(O[BH-](OC(=O)C)OC(=O)C)(=O)C.[Na+].C(O)(=O)C. (6) Given the product [F:4][C:3]([F:6])([F:5])[C:1]([OH:7])=[O:2].[NH2:14][C@@H:15]([CH:43]([CH3:45])[CH3:44])[C:16]([NH:18][NH:19][C:20](=[O:42])/[CH:21]=[CH:22]\[N:23]1[CH:27]=[N:26][C:25]([C:28]2[CH:29]=[C:30]([C:38]([F:40])([F:41])[F:39])[CH:31]=[C:32]([C:34]([F:36])([F:35])[F:37])[CH:33]=2)=[N:24]1)=[O:17], predict the reactants needed to synthesize it. The reactants are: [C:1]([OH:7])([C:3]([F:6])([F:5])[F:4])=[O:2].C(OC(=O)[NH:14][C@@H:15]([CH:43]([CH3:45])[CH3:44])[C:16]([NH:18][NH:19][C:20](=[O:42])/[CH:21]=[CH:22]\[N:23]1[CH:27]=[N:26][C:25]([C:28]2[CH:33]=[C:32]([C:34]([F:37])([F:36])[F:35])[CH:31]=[C:30]([C:38]([F:41])([F:40])[F:39])[CH:29]=2)=[N:24]1)=[O:17])(C)(C)C. (7) Given the product [C:5]([C:4]1[CH:3]=[C:2]([NH:1][C:15]2[CH:16]=[C:17]([NH:26][CH:36]([CH3:38])[CH3:37])[C:18]3[N:19]([C:21]([C:24]#[N:25])=[CH:22][N:23]=3)[N:20]=2)[CH:9]=[C:8]([C:10]([F:11])([F:12])[F:13])[CH:7]=1)#[N:6], predict the reactants needed to synthesize it. The reactants are: [NH2:1][C:2]1[CH:3]=[C:4]([CH:7]=[C:8]([C:10]([F:13])([F:12])[F:11])[CH:9]=1)[C:5]#[N:6].Cl[C:15]1[CH:16]=[C:17]([N:26]([CH:36]([CH3:38])[CH3:37])CC2C=CC(OC)=CC=2)[C:18]2[N:19]([C:21]([C:24]#[N:25])=[CH:22][N:23]=2)[N:20]=1.C(=O)([O-])[O-].[Cs+].[Cs+].CC1(C)C2C(=C(P(C3C=CC=CC=3)C3C=CC=CC=3)C=CC=2)OC2C(P(C3C=CC=CC=3)C3C=CC=CC=3)=CC=CC1=2.C([SiH](CC)CC)C.C(O)(C(F)(F)F)=O. (8) The reactants are: [NH2:1][C@@H:2]([CH2:8][C:9]1[CH:14]=[CH:13][CH:12]=[CH:11][CH:10]=1)[C:3]([N:5]([CH3:7])[CH3:6])=O.[H-].[Al+3].[Li+].[H-].[H-].[H-].C1(C)C=CC=CC=1.CCOCC. Given the product [CH3:7][N:5]([CH3:6])[CH2:3][C@@H:2]([NH2:1])[CH2:8][C:9]1[CH:14]=[CH:13][CH:12]=[CH:11][CH:10]=1, predict the reactants needed to synthesize it. (9) Given the product [CH:23]1([C:19]2[CH:20]=[C:21]([CH3:22])[C:16]([N:13]3[CH2:14][CH2:15][N:10]([C:8]([C:5]4[CH:6]=[CH:7][C:2]([N:30]5[CH2:31][CH2:32][N:28]([CH3:27])[C:29]5=[O:33])=[CH:3][C:4]=4[F:26])=[O:9])[CH2:11][CH2:12]3)=[N:17][CH:18]=2)[CH2:25][CH2:24]1, predict the reactants needed to synthesize it. The reactants are: Br[C:2]1[CH:7]=[CH:6][C:5]([C:8]([N:10]2[CH2:15][CH2:14][N:13]([C:16]3[C:21]([CH3:22])=[CH:20][C:19]([CH:23]4[CH2:25][CH2:24]4)=[CH:18][N:17]=3)[CH2:12][CH2:11]2)=[O:9])=[C:4]([F:26])[CH:3]=1.[CH3:27][N:28]1[CH2:32][CH2:31][NH:30][C:29]1=[O:33].